Binary Classification. Given a T-cell receptor sequence (or CDR3 region) and an epitope sequence, predict whether binding occurs between them. From a dataset of TCR-epitope binding with 47,182 pairs between 192 epitopes and 23,139 TCRs. The TCR CDR3 sequence is CSVGDTNTGELFF. The epitope is QASQEVKNW. Result: 0 (the TCR does not bind to the epitope).